This data is from HIV replication inhibition screening data with 41,000+ compounds from the AIDS Antiviral Screen. The task is: Binary Classification. Given a drug SMILES string, predict its activity (active/inactive) in a high-throughput screening assay against a specified biological target. (1) The molecule is COc1ccc(-c2c3ccccc3c(-c3ccc(OCCCCCBr)cc3)c3ccccc23)cc1. The result is 0 (inactive). (2) The molecule is CCOP(=O)(OCC)C(c1ccc(F)cc1)N(C(=O)NC(F)(F)F)c1cccc(C(F)(F)F)c1. The result is 0 (inactive). (3) The compound is N#CC1CCCCCCCCCCC(=O)N(CCCl)C1=O. The result is 0 (inactive).